Dataset: Catalyst prediction with 721,799 reactions and 888 catalyst types from USPTO. Task: Predict which catalyst facilitates the given reaction. Reactant: Cl[C:2]1[C:3]2[CH:20]=[CH:19][N:18]([CH2:21][CH3:22])[C:4]=2[N:5]=[C:6]([S:8]([C:11]2[CH:16]=[CH:15][C:14]([F:17])=[CH:13][CH:12]=2)(=[O:10])=[O:9])[N:7]=1.[CH3:23][C:24]1[NH:28][N:27]=[C:26]([NH2:29])[CH:25]=1.[I-].[Na+].CCN(C(C)C)C(C)C. Product: [CH2:21]([N:18]1[C:4]2[N:5]=[C:6]([S:8]([C:11]3[CH:12]=[CH:13][C:14]([F:17])=[CH:15][CH:16]=3)(=[O:9])=[O:10])[N:7]=[C:2]([NH:29][C:26]3[CH:25]=[C:24]([CH3:23])[NH:28][N:27]=3)[C:3]=2[CH:20]=[CH:19]1)[CH3:22]. The catalyst class is: 3.